The task is: Predict the reaction yield, written as a fraction of the theoretical maximum amount of product (1.0 means a 100% yield; for example, 0.34 means a 34% yield).. This data is from Reaction yield outcomes from USPTO patents with 853,638 reactions. (1) The reactants are [O:1]([C:8]1[CH:9]=[C:10]([CH:12]=[CH:13][CH:14]=1)[NH2:11])[C:2]1[CH:7]=[CH:6][CH:5]=[CH:4][CH:3]=1.[C:15]([O:19][C:20]([N:22]1[CH2:28][CH2:27][CH2:26][C@@H:23]1[CH:24]=O)=[O:21])([CH3:18])([CH3:17])[CH3:16].[C:29](O[BH-](OC(=O)C)OC(=O)C)(=O)[CH3:30].[Na+].C(=O)C.C([BH3-])#N.[Na+].C([O-])(=O)C.[NH4+]. The catalyst is ClCCCl.CO.[Cl-].[Zn+2].[Cl-].O. The product is [C:15]([O:19][C:20]([N:22]1[CH2:28][CH2:27][CH2:26][C@@H:23]1[CH2:24][N:11]([CH2:29][CH3:30])[C:10]1[CH:12]=[CH:13][CH:14]=[C:8]([O:1][C:2]2[CH:3]=[CH:4][CH:5]=[CH:6][CH:7]=2)[CH:9]=1)=[O:21])([CH3:18])([CH3:17])[CH3:16]. The yield is 0.670. (2) The reactants are [Cl:1][C:2]1[CH:7]=[CH:6][C:5]([NH:8][S:9]([CH2:12][CH2:13][CH3:14])(=[O:11])=[O:10])=[C:4]([F:15])[C:3]=1[NH:16][C:17]([NH:19][C:20]1[CH:25]=[C:24](Cl)[N:23]=[CH:22][N:21]=1)=[O:18].C(N(CC)C(C)C)(C)C.[CH2:36]([NH2:43])[C:37]1[CH:42]=[CH:41][CH:40]=[CH:39][CH:38]=1. The catalyst is ClCCCl. The product is [CH2:36]([NH:43][C:24]1[N:23]=[CH:22][N:21]=[C:20]([NH:19][C:17](=[O:18])[NH:16][C:3]2[C:4]([F:15])=[C:5]([NH:8][S:9]([CH2:12][CH2:13][CH3:14])(=[O:11])=[O:10])[CH:6]=[CH:7][C:2]=2[Cl:1])[CH:25]=1)[C:37]1[CH:42]=[CH:41][CH:40]=[CH:39][CH:38]=1. The yield is 0.260. (3) The reactants are [CH3:1][O:2][C:3]([C:5]1[CH:10]=[N:9][C:8](Cl)=[CH:7][N:6]=1)=[O:4].Cl.[F:13][C:14]1([F:18])[CH2:17][NH:16][CH2:15]1.C(N(CC)CC)C. The catalyst is O1CCOCC1.[Cl-].[Na+].O. The product is [CH3:1][O:2][C:3]([C:5]1[CH:10]=[N:9][C:8]([N:16]2[CH2:17][C:14]([F:18])([F:13])[CH2:15]2)=[CH:7][N:6]=1)=[O:4]. The yield is 0.753. (4) The catalyst is O1CCCC1. The reactants are [CH3:1][N:2]([CH3:30])[C:3]1[C:12]2[C:7](=[CH:8][CH:9]=[CH:10][CH:11]=2)[N:6]=[C:5](/[CH:13]=[CH:14]/[C:15]2[N:20]=[C:19]([C:21]([O:23]C)=[O:22])[CH:18]=[C:17]([N:25]3[CH2:29][CH2:28][CH2:27][CH2:26]3)[N:16]=2)[N:4]=1.[OH-].[Na+].CO.Cl. The product is [CH3:30][N:2]([CH3:1])[C:3]1[C:12]2[C:7](=[CH:8][CH:9]=[CH:10][CH:11]=2)[N:6]=[C:5](/[CH:13]=[CH:14]/[C:15]2[N:20]=[C:19]([C:21]([OH:23])=[O:22])[CH:18]=[C:17]([N:25]3[CH2:29][CH2:28][CH2:27][CH2:26]3)[N:16]=2)[N:4]=1. The yield is 0.720. (5) The reactants are [CH3:1][O:2][C:3](=[O:36])[CH2:4][CH2:5][CH2:6]/[CH:7]=[CH:8]\[CH2:9][C@H:10]1[C:14](=[O:15])[CH:13]=[CH:12][C@@H:11]1/[CH:16]=[CH:17]/[C@@H:18]([O:28][Si:29]([C:32]([CH3:35])([CH3:34])[CH3:33])([CH3:31])[CH3:30])[CH2:19][CH2:20][C:21]1[S:22][C:23]([CH3:27])=[C:24]([Br:26])[CH:25]=1. The catalyst is C1(C)C=CC=CC=1.C1C=CC(P(C2C=CC=CC=2)C2C=CC=CC=2)=CC=1.C1C=CC(P(C2C=CC=CC=2)C2C=CC=CC=2)=CC=1.C1C=CC(P(C2C=CC=CC=2)C2C=CC=CC=2)=CC=1.C1C=CC(P(C2C=CC=CC=2)C2C=CC=CC=2)=CC=1.C1C=CC(P(C2C=CC=CC=2)C2C=CC=CC=2)=CC=1.C1C=CC(P(C2C=CC=CC=2)C2C=CC=CC=2)=CC=1.[Cu].[Cu].[Cu].[Cu].[Cu].[Cu]. The product is [CH3:1][O:2][C:3](=[O:36])[CH2:4][CH2:5][CH2:6]/[CH:7]=[CH:8]\[CH2:9][C@H:10]1[C:14](=[O:15])[CH2:13][CH2:12][C@@H:11]1/[CH:16]=[CH:17]/[C@@H:18]([O:28][Si:29]([C:32]([CH3:34])([CH3:33])[CH3:35])([CH3:30])[CH3:31])[CH2:19][CH2:20][C:21]1[S:22][C:23]([CH3:27])=[C:24]([Br:26])[CH:25]=1. The yield is 0.890. (6) The catalyst is CC(O)=O. The reactants are [CH3:1][O:2][C:3]1[CH:4]=[C:5]2[C:10](=[CH:11][CH:12]=1)[N:9]=[CH:8][CH:7]=[CH:6]2.[OH:13]O.[OH-].[Na+]. The yield is 0.550. The product is [CH3:1][O:2][C:3]1[CH:4]=[C:5]2[C:10](=[CH:11][CH:12]=1)[N+:9]([O-:13])=[CH:8][CH:7]=[CH:6]2. (7) The reactants are [CH2:1]([N:8]([CH2:17][C:18]1[CH:23]=[CH:22][CH:21]=[CH:20][CH:19]=1)[C@H:9]1[CH2:14][CH2:13][NH:12][CH2:11][C@H:10]1[O:15][CH3:16])[C:2]1[CH:7]=[CH:6][CH:5]=[CH:4][CH:3]=1.Br[CH:25]([OH:27])[CH3:26].C(N(CC)C(C)C)(C)C.C(OC(N[C@@H]1CCN(CCO)C[C@@H]1C(OC)=O)=O)C1C=CC=CC=1. The catalyst is ClCCl.CO. The product is [CH2:17]([N:8]([CH2:1][C:2]1[CH:3]=[CH:4][CH:5]=[CH:6][CH:7]=1)[C@H:9]1[CH2:14][CH2:13][N:12]([CH2:26][CH2:25][OH:27])[CH2:11][C@H:10]1[O:15][CH3:16])[C:18]1[CH:23]=[CH:22][CH:21]=[CH:20][CH:19]=1. The yield is 0.680. (8) The reactants are C([C:5]1([NH:14][C:15](=[O:27])[CH2:16][C:17]2[CH:26]=[CH:25][C:24]3[C:19](=[CH:20][CH:21]=[CH:22][CH:23]=3)[CH:18]=2)[CH:9]=[C:8]([CH:10]2[CH2:13][CH2:12][CH2:11]2)[NH:7][NH:6]1)(C)(C)C.C1(OC)C=CC=CC=1. The catalyst is FC(F)(F)C(O)=O. The product is [CH:10]1([C:8]2[CH:9]=[C:5]([NH:14][C:15](=[O:27])[CH2:16][C:17]3[CH:26]=[CH:25][C:24]4[C:19](=[CH:20][CH:21]=[CH:22][CH:23]=4)[CH:18]=3)[NH:6][N:7]=2)[CH2:13][CH2:12][CH2:11]1. The yield is 0.620.